From a dataset of Forward reaction prediction with 1.9M reactions from USPTO patents (1976-2016). Predict the product of the given reaction. (1) Given the reactants Cl[CH2:2][C:3]([NH:5][C:6]1[S:7][C:8]([C:16]([C:18]2[CH:23]=[CH:22][CH:21]=[CH:20][N:19]=2)=[O:17])=[C:9]([C:11]2[O:12][CH:13]=[CH:14][CH:15]=2)[N:10]=1)=[O:4].[N:24]1[CH:29]=[CH:28][CH:27]=[N:26][C:25]=1[N:30]1[CH2:35][CH2:34][NH:33][CH2:32][CH2:31]1.O.C(=O)(O)[O-].[Na+], predict the reaction product. The product is: [O:12]1[CH:13]=[CH:14][CH:15]=[C:11]1[C:9]1[N:10]=[C:6]([NH:5][C:3](=[O:4])[CH2:2][N:33]2[CH2:34][CH2:35][N:30]([C:25]3[N:24]=[CH:29][CH:28]=[CH:27][N:26]=3)[CH2:31][CH2:32]2)[S:7][C:8]=1[C:16]([C:18]1[CH:23]=[CH:22][CH:21]=[CH:20][N:19]=1)=[O:17]. (2) Given the reactants C[O:2][C:3](=[O:29])[C:4]1[CH:9]=[CH:8][CH:7]=[C:6]([C:10]2[N:11]=[C:12](Cl)[C:13]3[C:14](=[CH:16][N:17](CC4C=CC(OC)=CC=4)[N:18]=3)[N:15]=2)[CH:5]=1.[NH2:30][C:31]1[CH:41]=[CH:40][C:34]2[O:35][CH2:36][C:37](=[O:39])[NH:38][C:33]=2[CH:32]=1.Cl, predict the reaction product. The product is: [O:39]=[C:37]1[CH2:36][O:35][C:34]2[CH:40]=[CH:41][C:31]([NH:30][C:12]3[C:13]4[NH:18][N:17]=[CH:16][C:14]=4[N:15]=[C:10]([C:6]4[CH:5]=[C:4]([CH:9]=[CH:8][CH:7]=4)[C:3]([OH:2])=[O:29])[N:11]=3)=[CH:32][C:33]=2[NH:38]1. (3) Given the reactants [Li][CH2:2][CH2:3][CH2:4][CH3:5].Br[C-:7]1C=CC=[CH:8]1.[C-:12]1([Br:17])[CH:16]=[CH:15][CH:14]=[CH:13]1.[Fe+2:18].[C:19]1([P:25]([Cl:27])Cl)[CH:24]=[CH:23][CH:22]=[CH:21]C=1.ClP, predict the reaction product. The product is: [C:5]1([C-:21]2[CH:22]=[CH:23][CH:24]=[C:19]2[PH:25][Cl:27])[CH:8]=[CH:7][CH:2]=[CH:3][CH:4]=1.[Br:17][C-:12]1[CH:16]=[CH:15][CH:14]=[CH:13]1.[Fe+2:18]. (4) Given the reactants C[O:2][C:3]1[C:8]2[NH:9][C:10]([C:12]3[S:13][CH:14]=[CH:15][CH:16]=3)=[N:11][C:7]=2[C:6]([C:17]([NH:19][CH:20]2[CH2:25][CH2:24][CH2:23][N:22]([CH3:26])[CH2:21]2)=[O:18])=[CH:5][CH:4]=1.B(Br)(Br)Br, predict the reaction product. The product is: [OH:2][C:3]1[C:8]2[NH:9][C:10]([C:12]3[S:13][CH:14]=[CH:15][CH:16]=3)=[N:11][C:7]=2[C:6]([C:17]([NH:19][CH:20]2[CH2:25][CH2:24][CH2:23][N:22]([CH3:26])[CH2:21]2)=[O:18])=[CH:5][CH:4]=1. (5) Given the reactants [N+:1]([C:4]1[CH:5]=[C:6]([CH:11]=[CH:12][C:13]=1[N:14]1[CH2:19][CH2:18][CH2:17][CH2:16][CH2:15]1)[C:7]([O:9][CH3:10])=[O:8])([O-])=O, predict the reaction product. The product is: [NH2:1][C:4]1[CH:5]=[C:6]([CH:11]=[CH:12][C:13]=1[N:14]1[CH2:19][CH2:18][CH2:17][CH2:16][CH2:15]1)[C:7]([O:9][CH3:10])=[O:8]. (6) Given the reactants OC(C(F)(F)F)=O.[CH3:8][N:9]1[CH:13]([C:14]([OH:16])=O)[CH2:12][N:11]([C:17]2[C:18]([CH3:23])=[N:19][CH:20]=[CH:21][CH:22]=2)[C:10]1=[O:24].O.ON1C2C=CC=CC=2N=N1.Cl.C(N=C=NCCCN(C)C)C.C(N1CCOCC1)C.[Cl:56][C:57]1[CH:62]=[C:61]([Cl:63])[CH:60]=[CH:59][C:58]=1[CH2:64][NH2:65], predict the reaction product. The product is: [Cl:56][C:57]1[CH:62]=[C:61]([Cl:63])[CH:60]=[CH:59][C:58]=1[CH2:64][NH:65][C:14]([CH:13]1[CH2:12][N:11]([C:17]2[C:18]([CH3:23])=[N:19][CH:20]=[CH:21][CH:22]=2)[C:10](=[O:24])[N:9]1[CH3:8])=[O:16].